This data is from NCI-60 drug combinations with 297,098 pairs across 59 cell lines. The task is: Regression. Given two drug SMILES strings and cell line genomic features, predict the synergy score measuring deviation from expected non-interaction effect. (1) Drug 1: CC=C1C(=O)NC(C(=O)OC2CC(=O)NC(C(=O)NC(CSSCCC=C2)C(=O)N1)C(C)C)C(C)C. Drug 2: C1=CC=C(C(=C1)C(C2=CC=C(C=C2)Cl)C(Cl)Cl)Cl. Cell line: HS 578T. Synergy scores: CSS=65.1, Synergy_ZIP=-0.141, Synergy_Bliss=0.844, Synergy_Loewe=-60.9, Synergy_HSA=1.57. (2) Drug 1: C1=CC(=C2C(=C1NCCNCCO)C(=O)C3=C(C=CC(=C3C2=O)O)O)NCCNCCO. Drug 2: CCC1=C2CN3C(=CC4=C(C3=O)COC(=O)C4(CC)O)C2=NC5=C1C=C(C=C5)O. Cell line: SK-MEL-28. Synergy scores: CSS=36.9, Synergy_ZIP=-8.64, Synergy_Bliss=-0.763, Synergy_Loewe=-1.51, Synergy_HSA=0.358. (3) Drug 1: CC(CN1CC(=O)NC(=O)C1)N2CC(=O)NC(=O)C2. Drug 2: C1=NNC2=C1C(=O)NC=N2. Cell line: OVCAR-4. Synergy scores: CSS=24.0, Synergy_ZIP=-0.232, Synergy_Bliss=3.99, Synergy_Loewe=3.05, Synergy_HSA=6.24.